From a dataset of Full USPTO retrosynthesis dataset with 1.9M reactions from patents (1976-2016). Predict the reactants needed to synthesize the given product. (1) Given the product [O:1]1[CH:5]=[CH:4][CH:3]=[C:2]1[CH2:6][NH:7][C:33]([C@@H:29]1[CH2:30][CH2:31][CH2:32][N:28]1[C:26]1[N:27]=[C:22]([NH:21][C:19]2[CH:20]=[C:16]([CH:13]([CH3:14])[CH3:15])[NH:17][N:18]=2)[C:23]2[CH2:8][CH2:38][CH2:37][C:24]=2[N:25]=1)=[O:35], predict the reactants needed to synthesize it. The reactants are: [O:1]1[CH:5]=[CH:4][CH:3]=[C:2]1[CH2:6][NH2:7].[CH:8]([Mg]Cl)(C)C.[CH:13]([C:16]1[CH:20]=[C:19]([NH:21][C:22]2[C:23]3S[CH:38]=[CH:37][C:24]=3[N:25]=[C:26]([N:28]3[CH2:32][CH2:31][CH2:30][C@H:29]3[C:33]([O:35]C)=O)[N:27]=2)[NH:18][N:17]=1)([CH3:15])[CH3:14]. (2) The reactants are: C([O:3][C:4](=[O:18])[CH2:5][C@@H:6]([NH:14]C(=O)C)[C@H:7]([CH3:13])[C@H:8]([CH3:12])[CH2:9][CH2:10][CH3:11])C.[ClH:19]. Given the product [ClH:19].[NH2:14][C@@H:6]([C@H:7]([CH3:13])[C@H:8]([CH3:12])[CH2:9][CH2:10][CH3:11])[CH2:5][C:4]([OH:18])=[O:3], predict the reactants needed to synthesize it. (3) Given the product [F:14][C:15]1[CH:16]=[C:17]([CH:21]=[CH:22][CH:23]=1)[CH2:18][O:19]/[N:20]=[C:10](/[C:4]1[CH:5]=[CH:6][C:7]([O:8][CH3:9])=[C:2]([OH:1])[CH:3]=1)\[CH3:11], predict the reactants needed to synthesize it. The reactants are: [OH:1][C:2]1[CH:3]=[C:4]([C:10](=O)[CH3:11])[CH:5]=[CH:6][C:7]=1[O:8][CH3:9].Cl.[F:14][C:15]1[CH:16]=[C:17]([CH:21]=[CH:22][CH:23]=1)[CH2:18][O:19][NH2:20]. (4) Given the product [CH3:33][O:32][C:26]1[CH:25]=[C:24]([CH:29]=[CH:28][CH:27]=1)[CH2:23][N:20]1[CH2:21][CH2:22][CH:17]([N:15]([CH3:16])[C:13]([N:11]2[CH:12]=[C:8]([C:4]3[CH:5]=[CH:6][CH:7]=[C:2]([NH:1][S:41](=[O:44])(=[O:43])[NH2:42])[CH:3]=3)[N:9]=[CH:10]2)=[O:14])[CH2:18][CH2:19]1, predict the reactants needed to synthesize it. The reactants are: [NH2:1][C:2]1[CH:3]=[C:4]([C:8]2[N:9]=[CH:10][N:11]([C:13]([N:15]([CH:17]3[CH2:22][CH2:21][N:20]([CH2:23][C:24]4[CH:29]=[CH:28][C:27](OC)=[C:26]([O:32][CH3:33])[CH:25]=4)[CH2:19][CH2:18]3)[CH3:16])=[O:14])[CH:12]=2)[CH:5]=[CH:6][CH:7]=1.C(N(CC)CC)C.[S:41](Cl)(=[O:44])(=[O:43])[NH2:42]. (5) Given the product [F:1][C:2]1[CH:3]=[CH:4][C:5]([CH2:6][CH:7]2[CH2:12][CH2:11][N:10]([CH2:13][C:14]([NH:16][C:17]3[CH:18]=[CH:19][C:20]([OH:23])=[CH:21][CH:22]=3)=[O:15])[CH2:9][CH2:8]2)=[CH:25][CH:26]=1, predict the reactants needed to synthesize it. The reactants are: [F:1][C:2]1[CH:26]=[CH:25][C:5]([CH2:6][CH:7]2[CH2:12][CH2:11][N:10]([CH2:13][C:14]([NH:16][C:17]3[CH:22]=[CH:21][C:20]([O:23]C)=[CH:19][CH:18]=3)=[O:15])[CH2:9][CH2:8]2)=[CH:4][CH:3]=1. (6) Given the product [CH3:3][C:2]([Si:5]([C:26]1[CH:31]=[CH:30][CH:29]=[CH:28][CH:27]=1)([C:32]1[CH:37]=[CH:36][CH:35]=[CH:34][CH:33]=1)[O:6][CH2:7][C@@H:8]1[CH2:9][CH:10]=[CH:11][CH2:23][N:12]1[S:13]([C:16]1[CH:21]=[CH:20][C:19]([CH3:22])=[CH:18][CH:17]=1)(=[O:15])=[O:14])([CH3:1])[CH3:4], predict the reactants needed to synthesize it. The reactants are: [CH3:1][C:2]([Si:5]([C:32]1[CH:37]=[CH:36][CH:35]=[CH:34][CH:33]=1)([C:26]1[CH:31]=[CH:30][CH:29]=[CH:28][CH:27]=1)[O:6][CH2:7][C@@H:8]([N:12]([CH2:23]C=C)[S:13]([C:16]1[CH:21]=[CH:20][C:19]([CH3:22])=[CH:18][CH:17]=1)(=[O:15])=[O:14])[CH2:9][CH:10]=[CH2:11])([CH3:4])[CH3:3].